Dataset: Forward reaction prediction with 1.9M reactions from USPTO patents (1976-2016). Task: Predict the product of the given reaction. (1) Given the reactants [C:1]([C:5]1[O:9][N:8]=[C:7]([NH:10][C:11]([NH:13][C:14]2[CH:19]=[CH:18][CH:17]=[C:16]([S:20][C:21]3[C:30]4[C:25](=[CH:26][C:27]([O:41][CH3:42])=[C:28]([O:31][CH2:32][CH2:33][CH2:34][N:35]5[CH2:40][CH2:39]C[CH2:37][CH2:36]5)[CH:29]=4)[N:24]=[CH:23][N:22]=3)[CH:15]=2)=[O:12])[CH:6]=1)([CH3:4])([CH3:3])[CH3:2].N1CC[S:46](=[O:50])(=[O:49])CC1, predict the reaction product. The product is: [C:1]([C:5]1[O:9][N:8]=[C:7]([NH:10][C:11]([NH:13][C:14]2[CH:19]=[CH:18][CH:17]=[C:16]([S:20][C:21]3[C:30]4[C:25](=[CH:26][C:27]([O:41][CH3:42])=[C:28]([O:31][CH2:32][CH2:33][CH2:34][N:35]5[CH2:40][CH2:39][S:46](=[O:50])(=[O:49])[CH2:37][CH2:36]5)[CH:29]=4)[N:24]=[CH:23][N:22]=3)[CH:15]=2)=[O:12])[CH:6]=1)([CH3:4])([CH3:3])[CH3:2]. (2) Given the reactants [NH2:1][C:2]1[N:6]([CH2:7][CH3:8])[N:5]=[CH:4][CH:3]=1.[CH2:9]([O:11][C:12](=[O:23])[C:13](=[CH:19]OCC)[C:14]([O:16][CH2:17][CH3:18])=[O:15])[CH3:10].O, predict the reaction product. The product is: [CH2:7]([N:6]1[C:2]([NH:1][CH:19]=[C:13]([C:12]([O:11][CH2:9][CH3:10])=[O:23])[C:14]([O:16][CH2:17][CH3:18])=[O:15])=[CH:3][CH:4]=[N:5]1)[CH3:8]. (3) Given the reactants [OH:1][C@H:2]([C:22]1[CH:27]=[CH:26][C:25]([OH:28])=[CH:24][CH:23]=1)[C@@H:3]([NH:5][CH2:6][CH2:7][C:8]1[C:16]2[C:11](=[C:12]([O:17][CH2:18][C:19]([O-:21])=[O:20])[CH:13]=[CH:14][CH:15]=2)[NH:10][CH:9]=1)[CH3:4].[OH-].[Li+].Cl, predict the reaction product. The product is: [OH:1][C@H:2]([C:22]1[CH:23]=[CH:24][C:25]([OH:28])=[CH:26][CH:27]=1)[C@@H:3]([NH:5][CH2:6][CH2:7][C:8]1[C:16]2[C:11](=[C:12]([O:17][CH2:18][C:19]([OH:21])=[O:20])[CH:13]=[CH:14][CH:15]=2)[NH:10][CH:9]=1)[CH3:4].